From a dataset of Reaction yield outcomes from USPTO patents with 853,638 reactions. Predict the reaction yield, written as a fraction of the theoretical maximum amount of product (1.0 means a 100% yield; for example, 0.34 means a 34% yield). (1) The reactants are [O:1]1[CH2:6][CH:5]=[C:4]([C:7]2[N:12]=[C:11]([O:13][CH3:14])[C:10]3[O:15][C:16]4[C:21]([C@@:22]5([CH2:27][CH2:26][O:25][C:24]([NH2:28])=[N:23]5)[C:9]=3[CH:8]=2)=[CH:20][C:19]([NH2:29])=[CH:18][CH:17]=4)[CH2:3][CH2:2]1.[Cl:30][C:31]1[CH:32]=[CH:33][C:34]([C:37](O)=[O:38])=[N:35][CH:36]=1.[Cl-].COC1N=C(OC)N=C([N+]2(C)CCOCC2)N=1. The product is [NH2:28][C:24]1[O:25][CH2:26][CH2:27][C@:22]2([C:9]3[CH:8]=[C:7]([C:4]4[CH2:3][CH2:2][O:1][CH2:6][CH:5]=4)[N:12]=[C:11]([O:13][CH3:14])[C:10]=3[O:15][C:16]3[C:21]2=[CH:20][C:19]([NH:29][C:37](=[O:38])[C:34]2[CH:33]=[CH:32][C:31]([Cl:30])=[CH:36][N:35]=2)=[CH:18][CH:17]=3)[N:23]=1. The yield is 0.370. The catalyst is C1COCC1.CO. (2) The reactants are [Br:1][C:2]1[N:7]=[CH:6][C:5]2[CH:8]=[CH:9][NH:10][C:4]=2[CH:3]=1.[OH-].[K+].[I:13]I. The catalyst is CN(C)C=O.O. The product is [Br:1][C:2]1[N:7]=[CH:6][C:5]2[C:8]([I:13])=[CH:9][NH:10][C:4]=2[CH:3]=1. The yield is 0.890.